Dataset: Full USPTO retrosynthesis dataset with 1.9M reactions from patents (1976-2016). Task: Predict the reactants needed to synthesize the given product. (1) Given the product [CH:1]1([N:4]2[C:8]([C:9]([N:11]3[CH2:16][CH2:15][CH:14]([N:17]4[CH2:21][CH2:20][CH2:19][CH2:18]4)[CH2:13][CH2:12]3)=[O:10])=[C:7]([C:36]3[CH:37]=[CH:38][N:33]=[CH:34][CH:35]=3)[N:6]=[C:5]2[C:23]2[CH:28]=[CH:27][CH:26]=[C:25]([C:29]([F:32])([F:31])[F:30])[CH:24]=2)[CH2:3][CH2:2]1, predict the reactants needed to synthesize it. The reactants are: [CH:1]1([N:4]2[C:8]([C:9]([N:11]3[CH2:16][CH2:15][CH:14]([N:17]4[CH2:21][CH2:20][CH2:19][CH2:18]4)[CH2:13][CH2:12]3)=[O:10])=[C:7](I)[N:6]=[C:5]2[C:23]2[CH:28]=[CH:27][CH:26]=[C:25]([C:29]([F:32])([F:31])[F:30])[CH:24]=2)[CH2:3][CH2:2]1.[N:33]1[CH:38]=[CH:37][C:36](B(O)O)=[CH:35][CH:34]=1. (2) Given the product [CH3:19][O:18][CH2:17][CH2:16][O:15][C:14]1[CH:13]=[C:9]2[C:8](=[CH:7][C:6]=1[O:5][CH2:4][CH2:3][O:2][CH3:1])[N:20]=[CH:21][NH:30][C:10]2=[O:11], predict the reactants needed to synthesize it. The reactants are: [CH3:1][O:2][CH2:3][CH2:4][O:5][C:6]1[CH:7]=[C:8]([NH2:20])[C:9](=[CH:13][C:14]=1[O:15][CH2:16][CH2:17][O:18][CH3:19])[C:10](O)=[O:11].[CH:21]([O-])([O-])OC.C([O-])(=O)C.[NH4+:30]. (3) Given the product [C:28]([O:27][C:25]([N:22]1[CH2:21][CH2:20][CH:19]([C:17]([N:14]2[CH2:15][CH2:16][NH:11][CH2:12][C@@H:13]2[CH3:32])=[O:18])[CH2:24][CH2:23]1)=[O:26])([CH3:31])([CH3:29])[CH3:30], predict the reactants needed to synthesize it. The reactants are: C(OC([N:11]1[CH2:16][CH2:15][N:14]([C:17]([CH:19]2[CH2:24][CH2:23][N:22]([C:25]([O:27][C:28]([CH3:31])([CH3:30])[CH3:29])=[O:26])[CH2:21][CH2:20]2)=[O:18])[C@@H:13]([CH3:32])[CH2:12]1)=O)C1C=CC=CC=1. (4) Given the product [C:8]1([N:14]2[CH2:20][CH2:19][CH2:18][NH:17][CH2:16][CH2:15]2)[CH:13]=[CH:12][CH:11]=[CH:10][CH:9]=1, predict the reactants needed to synthesize it. The reactants are: Cl.O1CCOCC1.[C:8]1([N:14]2[CH2:20][CH2:19][CH2:18][N:17](C(OC(C)(C)C)=O)[CH2:16][CH2:15]2)[CH:13]=[CH:12][CH:11]=[CH:10][CH:9]=1. (5) Given the product [Cl:1][C:2]1[CH:10]=[CH:9][C:8]2[N:7](/[CH:19]=[C:18](\[C:37]3[CH:36]=[CH:35][C:34]([Cl:33])=[CH:39][C:38]=3[Cl:40])/[CH3:22])[C:6]3[CH2:11][CH2:12][N:13]([CH3:16])[CH2:14][CH2:15][C:5]=3[C:4]=2[CH:3]=1, predict the reactants needed to synthesize it. The reactants are: [Cl:1][C:2]1[CH:10]=[CH:9][C:8]2[NH:7][C:6]3[CH2:11][CH2:12][N:13]([CH3:16])[CH2:14][CH2:15][C:5]=3[C:4]=2[CH:3]=1.N1CC[CH2:22][C@H:18]1[C:19](O)=O.[O-]P([O-])([O-])=O.[K+].[K+].[K+].[Cl:33][C:34]1[CH:39]=[C:38]([Cl:40])[CH:37]=[CH:36][CH:35]=1.